Dataset: Reaction yield outcomes from USPTO patents with 853,638 reactions. Task: Predict the reaction yield, written as a fraction of the theoretical maximum amount of product (1.0 means a 100% yield; for example, 0.34 means a 34% yield). (1) The reactants are [CH3:1][O:2][N:3]=[C:4]([C:11]1[CH:16]=[CH:15][CH:14]=[CH:13][CH:12]=1)[C:5]1[CH:10]=[CH:9][CH:8]=[CH:7][CH:6]=1.[BH3-]C#N.[Na+]. No catalyst specified. The product is [CH3:1][O:2][NH:3][CH:4]([C:5]1[CH:10]=[CH:9][CH:8]=[CH:7][CH:6]=1)[C:11]1[CH:16]=[CH:15][CH:14]=[CH:13][CH:12]=1. The yield is 0.540. (2) The reactants are [Cl:1][C:2]1[CH2:6][CH2:5][N:4]([C:7]2[CH:8]=[N:9][CH:10]=[CH:11][CH:12]=2)[N:3]=1. The catalyst is CN(C)C=O.[Cu]Cl. The product is [Cl:1][C:2]1[CH:6]=[CH:5][N:4]([C:7]2[CH:8]=[N:9][CH:10]=[CH:11][CH:12]=2)[N:3]=1. The yield is 0.510. (3) The reactants are [O-]P([O-])([O-])=O.[K+].[K+].[K+].[C@@H:9]1([NH2:16])[CH2:14][CH2:13][CH2:12][CH2:11][C@H:10]1[NH2:15].Br[C:18]1[CH:23]=[CH:22][C:21]([CH3:24])=[CH:20][CH:19]=1. The product is [CH3:24][C:21]1[CH:22]=[CH:23][C:18]([NH:15][C@@H:10]2[CH2:11][CH2:12][CH2:13][CH2:14][C@H:9]2[NH2:16])=[CH:19][CH:20]=1. The yield is 0.640. The catalyst is [Cu]I.O1CCOCC1. (4) The product is [Cl:1][C:2]1[C:7]([Cl:8])=[CH:6][CH:5]=[CH:4][C:3]=1[N:9]1[CH2:14][CH2:13][N:12]([CH2:15][CH2:16][CH2:17][CH2:18][CH2:19][C:20]2[CH:29]=[C:28]3[C:23]([CH2:24][CH2:25][C:26](=[O:30])[NH:27]3)=[CH:22][N:21]=2)[CH2:11][CH2:10]1. The catalyst is C1COCC1.[Ni]. The yield is 0.930. The reactants are [Cl:1][C:2]1[C:7]([Cl:8])=[CH:6][CH:5]=[CH:4][C:3]=1[N:9]1[CH2:14][CH2:13][N:12]([CH2:15][CH2:16][CH2:17][CH:18]=[CH:19][C:20]2[CH:29]=[C:28]3[C:23]([CH2:24][CH2:25][C:26](=[O:30])[NH:27]3)=[CH:22][N:21]=2)[CH2:11][CH2:10]1.CCOC(C)=O.